Dataset: Catalyst prediction with 721,799 reactions and 888 catalyst types from USPTO. Task: Predict which catalyst facilitates the given reaction. (1) Reactant: Cl[C:2]1[CH:12]=[C:11]([NH:13][CH:14]([CH3:16])[CH3:15])[C:5]([C:6]([O:8][CH2:9][CH3:10])=[O:7])=[CH:4][N:3]=1.[NH2:17][C:18]1[CH:26]=[CH:25][C:21]2[N:22]=[CH:23][S:24][C:20]=2[CH:19]=1.CC1(C)C2C(=C(P(C3C=CC=CC=3)C3C=CC=CC=3)C=CC=2)OC2C(P(C3C=CC=CC=3)C3C=CC=CC=3)=CC=CC1=2.C([O-])([O-])=O.[Na+].[Na+]. Product: [S:24]1[C:20]2[CH:19]=[C:18]([NH:17][C:2]3[CH:12]=[C:11]([NH:13][CH:14]([CH3:16])[CH3:15])[C:5]([C:6]([O:8][CH2:9][CH3:10])=[O:7])=[CH:4][N:3]=3)[CH:26]=[CH:25][C:21]=2[N:22]=[CH:23]1. The catalyst class is: 333. (2) Reactant: [Cl:1][C:2]1[N:7]=[CH:6][C:5]([CH:8]=O)=[C:4]([NH:10][C:11]2[CH:16]=[CH:15][CH:14]=[CH:13][CH:12]=2)[CH:3]=1.[NH2:17][C:18]1[CH:19]=[CH:20][C:21]([CH3:29])=[C:22]([CH2:24][C:25]([O:27]C)=[O:26])[CH:23]=1.[C:30](=O)([O-])[O-].[K+].[K+]. Product: [NH2:17][C:18]1[CH:19]=[CH:20][C:21]([CH3:29])=[C:22]([C:24]2[C:25](=[O:26])[N:10]([C:11]3[CH:16]=[CH:15][CH:14]=[CH:13][CH:12]=3)[C:4]3[C:5]([CH:8]=2)=[CH:6][N:7]=[C:2]([CH3:30])[CH:3]=3)[CH:23]=1.[NH2:17][C:18]1[CH:19]=[CH:20][C:21]([CH3:29])=[C:22]([C:24]2[C:25](=[O:27])[N:10]([C:11]3[CH:12]=[CH:13][CH:14]=[CH:15][CH:16]=3)[C:4]3[C:5]([CH:8]=2)=[CH:6][N:7]=[C:2]([Cl:1])[CH:3]=3)[CH:23]=1. The catalyst class is: 3.